From a dataset of Catalyst prediction with 721,799 reactions and 888 catalyst types from USPTO. Predict which catalyst facilitates the given reaction. (1) Reactant: C1N=C[N:3]([C:6]([N:8]2C=N[CH:10]=[CH:9]2)=[O:7])C=1.[F:13][C:14]1[C:19]2[CH2:20][CH2:21][C:22]3[CH:27]=[CH:26][N:25]=[CH:24]C=3C(N)[C:18]=2[CH:17]=[CH:16][CH:15]=1.[Cl:30][C:31]1[CH:32]=[C:33]([C:39]([OH:41])=[O:40])[CH:34]=[N:35][C:36]=1[NH:37]N. Product: [Cl:30][C:31]1[CH:32]=[C:33]([C:39]([OH:41])=[O:40])[CH:34]=[N:35][C:36]=1[NH:37][NH:3][C:6]([NH:8][CH:9]1[C:10]2[CH:24]=[N:25][CH:26]=[CH:27][C:22]=2[CH2:21][CH2:20][C:19]2[C:14]([F:13])=[CH:15][CH:16]=[CH:17][C:18]1=2)=[O:7]. The catalyst class is: 3. (2) Reactant: [O:1]=[C:2]1[C:10]2[C:5](=[CH:6][C:7]([O:11][C:12]3[CH:19]=[CH:18][C:15]([C:16]#[N:17])=[CH:14][CH:13]=3)=[CH:8][CH:9]=2)[CH2:4][CH2:3]1.[OH-:20].[K+]. Product: [O:1]=[C:2]1[C:10]2[C:5](=[CH:6][C:7]([O:11][C:12]3[CH:19]=[CH:18][C:15]([C:16]([NH2:17])=[O:20])=[CH:14][CH:13]=3)=[CH:8][CH:9]=2)[CH2:4][CH2:3]1. The catalyst class is: 107. (3) Reactant: C(N(C(C)C)C(C)C)C.[CH:10]1([C:13]2[C:18]([C:19]([OH:21])=O)=[CH:17][N:16]=[C:15]([S:22][CH3:23])[N:14]=2)[CH2:12][CH2:11]1.[NH:24]1[CH2:28][CH2:27][CH:26]([C:29]2[CH:30]=[N:31][CH:32]=[CH:33][CH:34]=2)[CH2:25]1.F[P-](F)(F)(F)(F)F.N1(OC(N(C)C)=[N+](C)C)C2N=CC=CC=2N=N1. Product: [CH:10]1([C:13]2[C:18]([C:19]([N:24]3[CH2:28][CH2:27][CH:26]([C:29]4[CH:30]=[N:31][CH:32]=[CH:33][CH:34]=4)[CH2:25]3)=[O:21])=[CH:17][N:16]=[C:15]([S:22][CH3:23])[N:14]=2)[CH2:11][CH2:12]1. The catalyst class is: 31. (4) Reactant: [NH2:1][C:2]1[CH:30]=[CH:29][C:5]2[NH:6][C:7]([C:12]3[C:13](=[O:28])[N:14]([CH2:23][CH2:24][CH:25]([CH3:27])[CH3:26])[C:15]4[C:20]([C:21]=3[OH:22])=[CH:19][CH:18]=[CH:17][N:16]=4)=[N:8][S:9](=[O:11])(=[O:10])[C:4]=2[CH:3]=1.[Cl:31][C:32]1[CH:37]=[CH:36][CH:35]=[CH:34][C:33]=1[S:38](Cl)(=[O:40])=[O:39]. Product: [Cl:31][C:32]1[CH:37]=[CH:36][CH:35]=[CH:34][C:33]=1[S:38]([NH:1][C:2]1[CH:30]=[CH:29][C:5]2[NH:6][C:7]([C:12]3[C:13](=[O:28])[N:14]([CH2:23][CH2:24][CH:25]([CH3:27])[CH3:26])[C:15]4[C:20]([C:21]=3[OH:22])=[CH:19][CH:18]=[CH:17][N:16]=4)=[N:8][S:9](=[O:11])(=[O:10])[C:4]=2[CH:3]=1)(=[O:40])=[O:39]. The catalyst class is: 17. (5) Reactant: Cl[CH2:2][CH2:3][CH2:4][CH:5]([C:10]1[CH:15]=[C:14]([CH:16]([CH3:18])[CH3:17])[C:13]([O:19][CH3:20])=[CH:12][C:11]=1[CH3:21])[C:6]([NH:8][NH2:9])=O.[N:22]#[C:23][NH2:24].O.C1(C)C=CC(S(O)(=O)=O)=CC=1.C(N(CC)CC)C. Product: [CH:16]([C:14]1[C:13]([O:19][CH3:20])=[CH:12][C:11]([CH3:21])=[C:10]([CH:5]2[CH2:4][CH2:3][CH2:2][N:8]3[N:9]=[C:23]([NH2:24])[N:22]=[C:6]23)[CH:15]=1)([CH3:18])[CH3:17]. The catalyst class is: 8. (6) Reactant: [C:1]1([CH2:7][CH:8]=[O:9])[CH:6]=[CH:5][CH:4]=[CH:3][CH:2]=1.[Br:10]Br.C([O-])(O)=O.[Na+]. Product: [Br:10][CH:7]([C:1]1[CH:6]=[CH:5][CH:4]=[CH:3][CH:2]=1)[CH:8]=[O:9]. The catalyst class is: 2.